Dataset: Peptide-MHC class I binding affinity with 185,985 pairs from IEDB/IMGT. Task: Regression. Given a peptide amino acid sequence and an MHC pseudo amino acid sequence, predict their binding affinity value. This is MHC class I binding data. The peptide sequence is AEIDNYNKF. The MHC is HLA-A23:01 with pseudo-sequence HLA-A23:01. The binding affinity (normalized) is 0.399.